From a dataset of Full USPTO retrosynthesis dataset with 1.9M reactions from patents (1976-2016). Predict the reactants needed to synthesize the given product. Given the product [Cl:3][C:4]1[CH:5]=[C:6]2[NH:24][C:23]([O:25][C@@H:26]3[CH2:30][O:29][C@@H:28]4[C@:31]([CH2:34][OH:35])([OH:36])[CH2:32][O:33][C@H:27]34)=[N:22][C:7]2=[N:8][C:9]=1[C:10]1[CH:15]=[CH:14][C:13]([C:16]2[CH:17]=[CH:18][CH:19]=[CH:20][CH:21]=2)=[CH:12][CH:11]=1, predict the reactants needed to synthesize it. The reactants are: [BH4-].[Na+].[Cl:3][C:4]1[CH:5]=[C:6]2[NH:24][C:23]([O:25][C@@H:26]3[CH2:30][O:29][C@@H:28]4[C@@:31]([OH:36])([CH:34]=[O:35])[CH2:32][O:33][C@H:27]34)=[N:22][C:7]2=[N:8][C:9]=1[C:10]1[CH:15]=[CH:14][C:13]([C:16]2[CH:21]=[CH:20][CH:19]=[CH:18][CH:17]=2)=[CH:12][CH:11]=1.